Dataset: Peptide-MHC class II binding affinity with 134,281 pairs from IEDB. Task: Regression. Given a peptide amino acid sequence and an MHC pseudo amino acid sequence, predict their binding affinity value. This is MHC class II binding data. (1) The peptide sequence is KNPVVDGNPTVDIEE. The MHC is HLA-DQA10303-DQB10402 with pseudo-sequence HLA-DQA10303-DQB10402. The binding affinity (normalized) is 0. (2) The MHC is DRB1_0101 with pseudo-sequence DRB1_0101. The binding affinity (normalized) is 0.521. The peptide sequence is EQQINHHWHKSGSSIGKA.